This data is from Peptide-MHC class II binding affinity with 134,281 pairs from IEDB. The task is: Regression. Given a peptide amino acid sequence and an MHC pseudo amino acid sequence, predict their binding affinity value. This is MHC class II binding data. (1) The peptide sequence is HTQTAGPWHLGKLEL. The MHC is DRB5_0101 with pseudo-sequence DRB5_0101. The binding affinity (normalized) is 0.115. (2) The peptide sequence is IPVMAYLVGLFAWVL. The MHC is DRB1_1201 with pseudo-sequence DRB1_1201. The binding affinity (normalized) is 0.0103. (3) The peptide sequence is QKGRGSRGQHQAHSLERVCH. The MHC is H-2-IAs with pseudo-sequence H-2-IAs. The binding affinity (normalized) is 0.103. (4) The peptide sequence is KLIADSIDFNQVSQV. The MHC is DRB1_0101 with pseudo-sequence DRB1_0101. The binding affinity (normalized) is 0.108. (5) The peptide sequence is EKKYFAATVFEPLAA. The MHC is HLA-DPA10201-DPB11401 with pseudo-sequence HLA-DPA10201-DPB11401. The binding affinity (normalized) is 0.801. (6) The peptide sequence is QIDAFIANAGATADS. The binding affinity (normalized) is 0.457. The MHC is DRB1_1101 with pseudo-sequence DRB1_1101. (7) The peptide sequence is GPIVHDAIHRSAARS. The MHC is DRB3_0101 with pseudo-sequence DRB3_0101. The binding affinity (normalized) is 0.511. (8) The peptide sequence is EKKYFAATQFQPLAA. The MHC is DRB1_0101 with pseudo-sequence DRB1_0101. The binding affinity (normalized) is 0.700. (9) The peptide sequence is LFASMGFKVTTRRSIMGS. The MHC is DRB1_0101 with pseudo-sequence DRB1_0101. The binding affinity (normalized) is 0.261.